Dataset: Full USPTO retrosynthesis dataset with 1.9M reactions from patents (1976-2016). Task: Predict the reactants needed to synthesize the given product. (1) Given the product [CH2:1]([C:4]1[CH:9]=[C:8]([CH:7]=[CH:6][C:5]=1[O:13][CH3:14])[NH2:10])[CH:2]=[CH2:3], predict the reactants needed to synthesize it. The reactants are: [CH2:1]([C:4]1[CH:9]=[C:8]([N+:10]([O-])=O)[CH:7]=[CH:6][C:5]=1[O:13][CH3:14])[CH:2]=[CH2:3].[Cl-].[NH4+]. (2) Given the product [CH3:1][C:2]1[CH:3]=[C:4]([CH:32]=[CH:33][CH:34]=1)[CH2:5][C@@H:6]([C:23]([NH:25][C:26](=[O:31])[C@H:27]([CH2:29][S:30][CH2:36][C:37]1[CH:46]=[CH:45][CH:44]=[C:39]([C:40]([O:42][CH3:43])=[O:41])[CH:38]=1)[NH2:28])=[O:24])[NH:7][C:8](=[O:22])[CH:9]([C:16]1[CH:21]=[CH:20][CH:19]=[CH:18][CH:17]=1)[C:10]1[CH:11]=[CH:12][CH:13]=[CH:14][CH:15]=1, predict the reactants needed to synthesize it. The reactants are: [CH3:1][C:2]1[CH:3]=[C:4]([CH:32]=[CH:33][CH:34]=1)[CH2:5][C@@H:6]([C:23]([NH:25][C:26](=[O:31])[C@H:27]([CH2:29][SH:30])[NH2:28])=[O:24])[NH:7][C:8](=[O:22])[CH:9]([C:16]1[CH:21]=[CH:20][CH:19]=[CH:18][CH:17]=1)[C:10]1[CH:15]=[CH:14][CH:13]=[CH:12][CH:11]=1.Br[CH2:36][C:37]1[CH:38]=[C:39]([CH:44]=[CH:45][CH:46]=1)[C:40]([O:42][CH3:43])=[O:41].C(N(C(C)C)CC)(C)C. (3) Given the product [CH2:26]([N:4]([CH2:1][CH2:2][CH3:3])[C:5]([C:7]1[CH:8]=[C:9]([CH:14]=[C:15]([C:17]2[N:18]([CH2:22][O:23][CH2:24][CH3:25])[CH:19]=[CH:20][N:21]=2)[CH:16]=1)[C:10]([OH:12])=[O:11])=[O:6])[CH2:27][CH3:28], predict the reactants needed to synthesize it. The reactants are: [CH2:1]([N:4]([CH2:26][CH2:27][CH3:28])[C:5]([C:7]1[CH:8]=[C:9]([CH:14]=[C:15]([C:17]2[N:18]([CH2:22][O:23][CH2:24][CH3:25])[CH:19]=[CH:20][N:21]=2)[CH:16]=1)[C:10]([O:12]C)=[O:11])=[O:6])[CH2:2][CH3:3].[OH-].[Li+]. (4) Given the product [I:5][C:6]1[CH:7]=[CH:8][C:9]([N:12]2[C:13]3([CH2:18][CH2:17][CH2:16][CH2:15][CH2:14]3)[C:19](=[O:22])[NH:20][C:2]2=[O:1])=[CH:10][CH:11]=1, predict the reactants needed to synthesize it. The reactants are: [O-:1][C:2]#N.[K+].[I:5][C:6]1[CH:11]=[CH:10][C:9]([NH:12][C:13]2([C:19]#[N:20])[CH2:18][CH2:17][CH2:16][CH2:15][CH2:14]2)=[CH:8][CH:7]=1.Cl.[OH2:22]. (5) Given the product [N:1]([CH2:4][C@@H:5]([OH:10])[C:6]([NH:15][CH3:14])=[O:7])=[N+:2]=[N-:3], predict the reactants needed to synthesize it. The reactants are: [N:1]([CH2:4][C@@H:5]([OH:10])[C:6](OC)=[O:7])=[N+:2]=[N-:3].C(O)C.[CH3:14][NH2:15].